Dataset: Full USPTO retrosynthesis dataset with 1.9M reactions from patents (1976-2016). Task: Predict the reactants needed to synthesize the given product. (1) Given the product [CH3:1][C:2]1[O:6][N:5]=[C:4]([C:7]2[CH:8]=[CH:9][N:10]=[CH:11][CH:12]=2)[C:3]=1[CH2:13][O:14][C:15]1[N:16]=[CH:17][C:18]([C:19]([N:24]2[CH2:29][CH2:28][S:27][CH2:26][CH2:25]2)=[O:21])=[CH:22][CH:23]=1, predict the reactants needed to synthesize it. The reactants are: [CH3:1][C:2]1[O:6][N:5]=[C:4]([C:7]2[CH:12]=[CH:11][N:10]=[CH:9][CH:8]=2)[C:3]=1[CH2:13][O:14][C:15]1[CH:23]=[CH:22][C:18]([C:19]([OH:21])=O)=[CH:17][N:16]=1.[NH:24]1[CH2:29][CH2:28][S:27][CH2:26][CH2:25]1. (2) Given the product [OH:18][C:13]1[CH:14]=[C:15]2[C:10](=[CH:11][CH:12]=1)[CH:9]([C:19]([O:21][CH3:25])=[O:20])[N:8]([C:6]([O:5][C:1]([CH3:4])([CH3:2])[CH3:3])=[O:7])[CH2:17][CH2:16]2, predict the reactants needed to synthesize it. The reactants are: [C:1]([O:5][C:6]([N:8]1[CH2:17][CH2:16][C:15]2[C:10](=[CH:11][CH:12]=[C:13]([OH:18])[CH:14]=2)[CH:9]1[C:19]([OH:21])=[O:20])=[O:7])([CH3:4])([CH3:3])[CH3:2].O[Li].O.[CH3:25]OS(OC)(=O)=O.